From a dataset of Catalyst prediction with 721,799 reactions and 888 catalyst types from USPTO. Predict which catalyst facilitates the given reaction. (1) Reactant: CCN=C=NCCCN(C)C.Cl.[Cl:13][C:14]1[CH:19]=[C:18]([Cl:20])[CH:17]=[CH:16][C:15]=1[CH2:21][CH2:22][NH:23][C:24]1[N:29]=[C:28]([O:30][CH3:31])[N:27]=[C:26]([C:32]2[CH:33]=[C:34]([C:38]([CH3:43])([CH3:42])[C:39]([OH:41])=O)[CH:35]=[CH:36][CH:37]=2)[CH:25]=1.[C:44]([S:48]([NH2:51])(=[O:50])=[O:49])([CH3:47])([CH3:46])[CH3:45]. Product: [Cl:13][C:14]1[CH:19]=[C:18]([Cl:20])[CH:17]=[CH:16][C:15]=1[CH2:21][CH2:22][NH:23][C:24]1[N:29]=[C:28]([O:30][CH3:31])[N:27]=[C:26]([C:32]2[CH:33]=[C:34]([C:38]([CH3:43])([CH3:42])[C:39]([NH:51][S:48]([C:44]([CH3:47])([CH3:46])[CH3:45])(=[O:50])=[O:49])=[O:41])[CH:35]=[CH:36][CH:37]=2)[CH:25]=1. The catalyst class is: 143. (2) Reactant: [NH2:1][C:2]1[CH:12]=[CH:11][C:5]([C:6]([O:8][CH2:9][CH3:10])=[O:7])=[CH:4][CH:3]=1.C(N(CC)CC)C.[Br:20]Br.O. Product: [NH2:1][C:2]1[CH:3]=[CH:4][C:5]([C:6]([O:8][CH2:9][CH3:10])=[O:7])=[CH:11][C:12]=1[Br:20]. The catalyst class is: 15. (3) Reactant: [Cl:1][C:2]1[C:12]([N:13]2[CH2:18][CH2:17][O:16][CH2:15][CH2:14]2)=[N:11][C:10]2[O:9][CH2:8][CH2:7][N:6](C(OC(C)(C)C)=O)[CH2:5][C:4]=2[CH:3]=1.[BrH:26].C(O)C. Product: [BrH:26].[Cl:1][C:2]1[C:12]([N:13]2[CH2:14][CH2:15][O:16][CH2:17][CH2:18]2)=[N:11][C:10]2[O:9][CH2:8][CH2:7][NH:6][CH2:5][C:4]=2[CH:3]=1. The catalyst class is: 8. (4) Reactant: [F:1][C:2]([F:20])([F:19])[C:3]1[CH:8]=[C:7]([C:9]([C:11]([F:14])([F:13])[F:12])=[CH2:10])[CH:6]=[C:5]([C:15]([F:18])([F:17])[F:16])[N:4]=1.[CH2:21]([N:28]([CH2:32][Si](C)(C)C)[CH2:29]OC)[C:22]1[CH:27]=[CH:26][CH:25]=[CH:24][CH:23]=1.FC(F)(F)C(O)=O. Product: [CH2:21]([N:28]1[CH2:32][CH2:10][C:9]([C:7]2[CH:8]=[C:3]([C:2]([F:1])([F:19])[F:20])[N:4]=[C:5]([C:15]([F:18])([F:16])[F:17])[CH:6]=2)([C:11]([F:14])([F:13])[F:12])[CH2:29]1)[C:22]1[CH:27]=[CH:26][CH:25]=[CH:24][CH:23]=1. The catalyst class is: 4. (5) Reactant: [Cl:1][C:2]1[CH:15]=[CH:14][C:5]([C:6]([P:8](=[O:13])([O:11]C)[O:9]C)=[O:7])=[CH:4][CH:3]=1.[OH-].[Na+]. Product: [Cl:1][C:2]1[CH:15]=[CH:14][C:5]([C:6]([P:8](=[O:9])([OH:13])[OH:11])=[O:7])=[CH:4][CH:3]=1. The catalyst class is: 169. (6) Reactant: [NH3:1].C1COCC1.[Br:7][C:8]1[CH:13]=[CH:12][C:11]([S:14](Cl)(=[O:16])=[O:15])=[C:10]([CH3:18])[CH:9]=1. Product: [Br:7][C:8]1[CH:13]=[CH:12][C:11]([S:14]([NH2:1])(=[O:16])=[O:15])=[C:10]([CH3:18])[CH:9]=1. The catalyst class is: 22. (7) Reactant: [F:1][C:2]1[CH:30]=[CH:29][C:5]([CH2:6][NH:7][C:8]([C:10]2[N:11]=[C:12]([C:19]([NH:22][C:23](=[O:28])[C:24]([O:26]C)=O)([CH3:21])[CH3:20])[N:13]([CH3:18])[C:14](=[O:17])[C:15]=2[OH:16])=[O:9])=[CH:4][CH:3]=1.[CH3:31][NH:32][CH3:33]. Product: [F:1][C:2]1[CH:30]=[CH:29][C:5]([CH2:6][NH:7][C:8]([C:10]2[N:11]=[C:12]([C:19]([NH:22][C:23](=[O:28])[C:24]([N:32]([CH3:33])[CH3:31])=[O:26])([CH3:20])[CH3:21])[N:13]([CH3:18])[C:14](=[O:17])[C:15]=2[OH:16])=[O:9])=[CH:4][CH:3]=1. The catalyst class is: 1. (8) Reactant: C(OC1C=CC=CC=1C([O-])=O)(C)C.[CH:14]([O:17][C:18]1[CH:19]=[C:20]([CH:27]=[C:28]([O:30][CH:31]([CH3:33])[CH3:32])[CH:29]=1)[C:21]([O:23]C(C)C)=[O:22])([CH3:16])[CH3:15].[OH-].[Li+].Cl. Product: [CH:31]([O:30][C:28]1[CH:27]=[C:20]([CH:19]=[C:18]([O:17][CH:14]([CH3:16])[CH3:15])[CH:29]=1)[C:21]([OH:23])=[O:22])([CH3:33])[CH3:32]. The catalyst class is: 20. (9) Reactant: [Cl:1][C:2]1[CH:18]=[CH:17][C:5]([CH2:6][O:7][C:8]2[CH:9]=[C:10]([CH:14]=[CH:15][CH:16]=2)[C:11]([OH:13])=O)=[CH:4][CH:3]=1.S(Cl)(Cl)=O.[NH2:23][C:24]1[CH:29]=[CH:28][CH:27]=[CH:26][C:25]=1[S:30]([NH2:33])(=[O:32])=[O:31]. Product: [Cl:1][C:2]1[CH:3]=[CH:4][C:5]([CH2:6][O:7][C:8]2[CH:9]=[C:10]([CH:14]=[CH:15][CH:16]=2)[C:11]([NH:23][C:24]2[CH:29]=[CH:28][CH:27]=[CH:26][C:25]=2[S:30](=[O:32])(=[O:31])[NH2:33])=[O:13])=[CH:17][CH:18]=1. The catalyst class is: 48.